Dataset: Reaction yield outcomes from USPTO patents with 853,638 reactions. Task: Predict the reaction yield, written as a fraction of the theoretical maximum amount of product (1.0 means a 100% yield; for example, 0.34 means a 34% yield). (1) The reactants are C([O:5][C:6](=[O:50])[C:7]1[CH:12]=[CH:11][CH:10]=[C:9]([CH2:13][CH:14]([NH:28][C:29](=[O:47])[CH2:30][CH:31]2[CH2:36][CH2:35][N:34]([CH2:37][CH2:38][NH:39]C(OC(C)(C)C)=O)[CH2:33][CH2:32]2)[B:15]2[O:23]C3C(C)(C4CC(C3)C4(C)C)[O:16]2)[C:8]=1OC)(C)(C)C.B(Cl)(Cl)Cl. No catalyst specified. The product is [NH2:39][CH2:38][CH2:37][N:34]1[CH2:35][CH2:36][CH:31]([CH2:30][C:29]([NH:28][CH:14]2[CH2:13][C:9]3[CH:10]=[CH:11][CH:12]=[C:7]([C:6]([OH:5])=[O:50])[C:8]=3[O:23][B:15]2[OH:16])=[O:47])[CH2:32][CH2:33]1. The yield is 0.380. (2) The reactants are [NH2:1][C:2]1[CH:3]=[C:4]2[C:8](=[CH:9][CH:10]=1)[NH:7][C:6]([C:11]([O:13][CH2:14][CH3:15])=[O:12])=[CH:5]2.C(N(CC)CC)C.[C:23](O[C:23]([O:25][C:26]([CH3:29])([CH3:28])[CH3:27])=[O:24])([O:25][C:26]([CH3:29])([CH3:28])[CH3:27])=[O:24].[Cl-].[NH4+]. The catalyst is ClCCl. The product is [C:26]([O:25][C:23]([NH:1][C:2]1[CH:3]=[C:4]2[C:8](=[CH:9][CH:10]=1)[NH:7][C:6]([C:11]([O:13][CH2:14][CH3:15])=[O:12])=[CH:5]2)=[O:24])([CH3:29])([CH3:28])[CH3:27]. The yield is 0.670.